This data is from Reaction yield outcomes from USPTO patents with 853,638 reactions. The task is: Predict the reaction yield, written as a fraction of the theoretical maximum amount of product (1.0 means a 100% yield; for example, 0.34 means a 34% yield). (1) The reactants are Br[C:2]1[C:10]2[C:5](=[CH:6][C:7]([S:11]([O:14][C:15]3[C:20]([F:21])=[C:19]([F:22])[C:18]([F:23])=[C:17]([F:24])[C:16]=3[F:25])(=[O:13])=[O:12])=[CH:8][CH:9]=2)[N:4]([CH3:26])[CH:3]=1.[CH3:27][N:28]1[C:32]([C:33]2[CH:38]=[C:37]([C:39]([F:42])([F:41])[F:40])[CH:36]=[CH:35][C:34]=2B(O)O)=[CH:31][CH:30]=[N:29]1.P([O-])([O-])([O-])=O.[K+].[K+].[K+]. The catalyst is O.O1CCOCC1. The product is [CH3:26][N:4]1[C:5]2[C:10](=[CH:9][CH:8]=[C:7]([S:11]([O:14][C:15]3[C:20]([F:21])=[C:19]([F:22])[C:18]([F:23])=[C:17]([F:24])[C:16]=3[F:25])(=[O:13])=[O:12])[CH:6]=2)[C:2]([C:34]2[CH:35]=[CH:36][C:37]([C:39]([F:42])([F:40])[F:41])=[CH:38][C:33]=2[C:32]2[N:28]([CH3:27])[N:29]=[CH:30][CH:31]=2)=[CH:3]1. The yield is 0.820. (2) The reactants are Br[C:2]1[N:7]=[N:6][C:5]([NH2:8])=[N:4][C:3]=1[C:9]1[CH:14]=[CH:13][CH:12]=[CH:11][CH:10]=1.[NH:15]1[C:23]2[C:18](=[CH:19][CH:20]=[C:21](B(O)O)[CH:22]=2)[CH:17]=[CH:16]1. No catalyst specified. The product is [NH:15]1[C:23]2[C:18](=[CH:19][CH:20]=[C:21]([C:2]3[N:7]=[N:6][C:5]([NH2:8])=[N:4][C:3]=3[C:9]3[CH:14]=[CH:13][CH:12]=[CH:11][CH:10]=3)[CH:22]=2)[CH:17]=[CH:16]1. The yield is 0.230. (3) The reactants are Br[C:2]1[C:10]2[C:5](=[N:6][CH:7]=[C:8]([CH2:11][NH:12][C:13](=[O:19])[O:14][C:15]([CH3:18])([CH3:17])[CH3:16])[N:9]=2)[N:4]([S:20]([C:23]2[CH:29]=[CH:28][C:26]([CH3:27])=[CH:25][CH:24]=2)(=[O:22])=[O:21])[CH:3]=1.[C:30]([O-])([O-])=O.[Cs+].[Cs+].CB1OB(C)OB(C)O1.C1(P(C2CCCCC2)C2CCCCC2)CCCCC1. The catalyst is O1CCOCC1.C1C=CC(/C=C/C(/C=C/C2C=CC=CC=2)=O)=CC=1.C1C=CC(/C=C/C(/C=C/C2C=CC=CC=2)=O)=CC=1.C1C=CC(/C=C/C(/C=C/C2C=CC=CC=2)=O)=CC=1.[Pd].[Pd]. The product is [CH3:30][C:2]1[C:10]2[C:5](=[N:6][CH:7]=[C:8]([CH2:11][NH:12][C:13](=[O:19])[O:14][C:15]([CH3:18])([CH3:17])[CH3:16])[N:9]=2)[N:4]([S:20]([C:23]2[CH:29]=[CH:28][C:26]([CH3:27])=[CH:25][CH:24]=2)(=[O:22])=[O:21])[CH:3]=1. The yield is 0.650. (4) The reactants are [CH3:1][Si](C=[N+]=[N-])(C)C.[F:8][C:9]1[CH:14]=[CH:13][C:12]([C:15]2[O:16][C:17]3[CH:27]=[CH:26][C:25]([C:28]4[CH:29]=[C:30]([CH:34]=[CH:35][CH:36]=4)[C:31]([OH:33])=[O:32])=[CH:24][C:18]=3[C:19]=2[C:20](=[O:23])[NH:21][CH3:22])=[CH:11][CH:10]=1. The catalyst is C(OCC)C. The product is [F:8][C:9]1[CH:14]=[CH:13][C:12]([C:15]2[O:16][C:17]3[CH:27]=[CH:26][C:25]([C:28]4[CH:29]=[C:30]([CH:34]=[CH:35][CH:36]=4)[C:31]([O:33][CH3:1])=[O:32])=[CH:24][C:18]=3[C:19]=2[C:20](=[O:23])[NH:21][CH3:22])=[CH:11][CH:10]=1. The yield is 0.970. (5) The reactants are O1CCCC1.[OH-].[Na+].[NH2:8][C:9]1[C:14]([C:15]2[O:19][N:18]=[C:17]([CH2:20][C:21]3[CH:26]=[CH:25][C:24]([OH:27])=[CH:23][CH:22]=3)[CH:16]=2)=[CH:13][CH:12]=[CH:11][N:10]=1.Cl[CH2:29][C:30]1[CH:35]=[CH:34][CH:33]=[C:32]([F:36])[N:31]=1. The catalyst is CN(C)C=O. The product is [F:36][C:32]1[N:31]=[C:30]([CH2:29][O:27][C:24]2[CH:25]=[CH:26][C:21]([CH2:20][C:17]3[CH:16]=[C:15]([C:14]4[C:9]([NH2:8])=[N:10][CH:11]=[CH:12][CH:13]=4)[O:19][N:18]=3)=[CH:22][CH:23]=2)[CH:35]=[CH:34][CH:33]=1. The yield is 0.590. (6) The yield is 0.750. The reactants are [OH-].[Na+].C([NH:11][C:12]([NH:14][C:15]1[CH:20]=[C:19]([I:21])[CH:18]=[C:17]([I:22])[CH:16]=1)=[S:13])(=O)C1C=CC=CC=1. The catalyst is O.C1COCC1. The product is [I:21][C:19]1[CH:20]=[C:15]([NH:14][C:12]([NH2:11])=[S:13])[CH:16]=[C:17]([I:22])[CH:18]=1. (7) The reactants are [CH2:1]([N:8]1[C:16]2[C:15]3=[N:17][C@H:18]([CH2:20][C:21]4[CH:26]=[CH:25][CH:24]=[CH:23][CH:22]=4)[CH2:19][N:14]3[C:13](Cl)=[N:12][C:11]=2[N:10]=[C:9]1[CH:28]1[CH2:32][CH2:31][CH2:30][CH2:29]1)[C:2]1[CH:7]=[CH:6][CH:5]=[CH:4][CH:3]=1.[OH-:33].[Na+]. The catalyst is O1CCOCC1. The product is [CH2:1]([N:8]1[C:16]2[C:15]3=[N:17][C@H:18]([CH2:20][C:21]4[CH:26]=[CH:25][CH:24]=[CH:23][CH:22]=4)[CH2:19][N:14]3[C:13](=[O:33])[NH:12][C:11]=2[N:10]=[C:9]1[CH:28]1[CH2:32][CH2:31][CH2:30][CH2:29]1)[C:2]1[CH:7]=[CH:6][CH:5]=[CH:4][CH:3]=1. The yield is 0.900. (8) The reactants are Br[C:2]1[CH:7]=[CH:6][C:5]([O:8][CH3:9])=[CH:4][CH:3]=1.ClC1C=CC(OC)=CC=1.[C:19]1([N:25](C2C=CC=CC=2)[C:26]2[CH:31]=[CH:30][CH:29]=[CH:28][CH:27]=2)[CH:24]=[CH:23][CH:22]=[CH:21][CH:20]=1.CC([O-])(C)C.[Na+]. The catalyst is C1(C)C=CC=CC=1. The product is [CH3:9][O:8][C:5]1[CH:6]=[CH:7][C:2]([N:25]([C:26]2[CH:27]=[CH:28][CH:29]=[CH:30][CH:31]=2)[C:19]2[CH:24]=[CH:23][CH:22]=[CH:21][CH:20]=2)=[CH:3][CH:4]=1. The yield is 0.840. (9) The reactants are [OH:1][C:2]1[C:6]2[CH:7]=[C:8]([N+:11]([O-:13])=[O:12])[CH:9]=[CH:10][C:5]=2[O:4][C:3]=1[C:14]([O:16][CH2:17][CH3:18])=[O:15].[CH2:19]1[CH2:29]CN2C(=NCCC2)C[CH2:20]1.IC(C)C.Cl. The catalyst is CN(C)C=O.C(OCC)(=O)C.O. The product is [CH3:20][CH:19]([O:1][C:2]1[C:6]2[CH:7]=[C:8]([N+:11]([O-:13])=[O:12])[CH:9]=[CH:10][C:5]=2[O:4][C:3]=1[C:14]([O:16][CH2:17][CH3:18])=[O:15])[CH3:29]. The yield is 0.651. (10) The reactants are [CH2:1]([C:5]1[CH:10]=[CH:9][C:8]([C:11]#[C:12][C:13]2[CH:33]=[CH:32][C:16]([CH2:17][NH:18][CH2:19][C:20]3[CH:31]=[CH:30][C:23]([O:24][CH2:25][C:26]([O:28][CH3:29])=[O:27])=[CH:22][CH:21]=3)=[CH:15][CH:14]=2)=[CH:7][CH:6]=1)[CH2:2][CH2:3][CH3:4].[S:34]1[CH:38]=[CH:37][CH:36]=[C:35]1[S:39](Cl)(=[O:41])=[O:40]. The catalyst is N1C=CC=CC=1.Cl. The product is [CH2:1]([C:5]1[CH:6]=[CH:7][C:8]([C:11]#[C:12][C:13]2[CH:14]=[CH:15][C:16]([CH2:17][N:18]([CH2:19][C:20]3[CH:21]=[CH:22][C:23]([O:24][CH2:25][C:26]([O:28][CH3:29])=[O:27])=[CH:30][CH:31]=3)[S:39]([C:35]3[S:34][CH:38]=[CH:37][CH:36]=3)(=[O:41])=[O:40])=[CH:32][CH:33]=2)=[CH:9][CH:10]=1)[CH2:2][CH2:3][CH3:4]. The yield is 0.560.